From a dataset of Peptide-MHC class I binding affinity with 185,985 pairs from IEDB/IMGT. Regression. Given a peptide amino acid sequence and an MHC pseudo amino acid sequence, predict their binding affinity value. This is MHC class I binding data. (1) The peptide sequence is MIAGVLFTF. The MHC is HLA-A02:06 with pseudo-sequence HLA-A02:06. The binding affinity (normalized) is 0.712. (2) The peptide sequence is STCFKLMLK. The MHC is HLA-A31:01 with pseudo-sequence HLA-A31:01. The binding affinity (normalized) is 0.697. (3) The peptide sequence is MTQNISNDK. The MHC is HLA-A24:03 with pseudo-sequence HLA-A24:03. The binding affinity (normalized) is 0.0847. (4) The peptide sequence is VPMHTDLEL. The MHC is HLA-B51:01 with pseudo-sequence HLA-B51:01. The binding affinity (normalized) is 0.226. (5) The MHC is HLA-A03:01 with pseudo-sequence HLA-A03:01. The peptide sequence is CTIDNPTKY. The binding affinity (normalized) is 0.152.